Dataset: Full USPTO retrosynthesis dataset with 1.9M reactions from patents (1976-2016). Task: Predict the reactants needed to synthesize the given product. (1) Given the product [C:1]([O:5][C@@H:6]([C:12]1[C:13]([CH3:32])=[N:14][C:15]2[N:16]([N:26]=[C:27]([C:29](=[O:30])[NH:41][CH2:40][C:37]3[CH:38]=[CH:39][C:34]([F:33])=[C:35]([CH3:42])[CH:36]=3)[CH:28]=2)[C:17]=1[N:18]1[CH2:19][CH2:20][C:21]([CH3:25])([CH3:24])[CH2:22][CH2:23]1)[C:7]([OH:9])=[O:8])([CH3:3])([CH3:2])[CH3:4], predict the reactants needed to synthesize it. The reactants are: [C:1]([O:5][C@@H:6]([C:12]1[C:13]([CH3:32])=[N:14][C:15]2[N:16]([N:26]=[C:27]([C:29](O)=[O:30])[CH:28]=2)[C:17]=1[N:18]1[CH2:23][CH2:22][C:21]([CH3:25])([CH3:24])[CH2:20][CH2:19]1)[C:7]([O:9]CC)=[O:8])([CH3:4])([CH3:3])[CH3:2].[F:33][C:34]1[CH:39]=[CH:38][C:37]([CH2:40][NH2:41])=[CH:36][C:35]=1[CH3:42].CCN(C(C)C)C(C)C.CN(C(ON1N=NC2C=CC=NC1=2)=[N+](C)C)C.F[P-](F)(F)(F)(F)F.[OH-].[Na+]. (2) Given the product [OH:8][CH2:9][C:10]1[CH:11]=[C:12]([N:16]([CH2:24][CH2:25][CH3:26])[C:17](=[O:23])[O:18][C:19]([CH3:20])([CH3:21])[CH3:22])[CH:13]=[CH:14][CH:15]=1, predict the reactants needed to synthesize it. The reactants are: [Si]([O:8][CH2:9][C:10]1[CH:11]=[C:12]([N:16]([CH2:24][CH2:25][CH3:26])[C:17](=[O:23])[O:18][C:19]([CH3:22])([CH3:21])[CH3:20])[CH:13]=[CH:14][CH:15]=1)(C(C)(C)C)(C)C.CCCC[N+](CCCC)(CCCC)CCCC.[F-]. (3) The reactants are: C([O:3][C:4]([C:6]1[NH:7][C:8]([CH:18]=[C:19]2[C:27]3[C:22](=[CH:23][CH:24]=[CH:25][CH:26]=3)[NH:21][C:20]2=[O:28])=[C:9]([CH2:12][CH2:13][C:14]([O:16]C)=[O:15])[C:10]=1[CH3:11])=[O:5])C.[OH-].[K+].C(O)C.O. Given the product [C:14]([CH2:13][CH2:12][C:9]1[C:10]([CH3:11])=[C:6]([C:4]([OH:5])=[O:3])[NH:7][C:8]=1[CH:18]=[C:19]1[C:27]2[C:22](=[CH:23][CH:24]=[CH:25][CH:26]=2)[NH:21][C:20]1=[O:28])([OH:16])=[O:15], predict the reactants needed to synthesize it. (4) Given the product [OH:36][C@@:29]1([C:27]#[C:28][C:2]2[CH:3]=[C:4]([N:8]3[C:12]4=[N:13][C:14]([N:17]5[CH2:18][CH2:19][O:20][CH2:21][CH2:22]5)=[CH:15][CH:16]=[C:11]4[C:10]([C:23]([O:25][CH3:26])=[O:24])=[N:9]3)[CH:5]=[CH:6][CH:7]=2)[CH2:33][CH2:32][N:31]([CH3:34])[C:30]1=[O:35], predict the reactants needed to synthesize it. The reactants are: I[C:2]1[CH:3]=[C:4]([N:8]2[C:12]3=[N:13][C:14]([N:17]4[CH2:22][CH2:21][O:20][CH2:19][CH2:18]4)=[CH:15][CH:16]=[C:11]3[C:10]([C:23]([O:25][CH3:26])=[O:24])=[N:9]2)[CH:5]=[CH:6][CH:7]=1.[C:27]([C@:29]1([OH:36])[CH2:33][CH2:32][N:31]([CH3:34])[C:30]1=[O:35])#[CH:28]. (5) Given the product [F:19][C:16]1[CH:17]=[CH:18][C:13]([C:12]2[N:11]([CH3:20])[CH:10]=[N:9][C:8]=2[C:6]2[CH:5]=[CH:4][N:3]=[C:2]([NH2:22])[CH:7]=2)=[CH:14][CH:15]=1, predict the reactants needed to synthesize it. The reactants are: Br[C:2]1[CH:7]=[C:6]([C:8]2[N:9]=[CH:10][N:11]([CH3:20])[C:12]=2[C:13]2[CH:18]=[CH:17][C:16]([F:19])=[CH:15][CH:14]=2)[CH:5]=[CH:4][N:3]=1.[OH-].[NH4+:22].O. (6) Given the product [CH2:1]([O:8][C:9]1[CH:10]=[CH:11][C:12]([NH:13][C:26]2[C:31]([C:32]([O:34][CH3:35])=[O:33])=[C:30]([C:36]([F:37])([F:38])[F:39])[CH:29]=[CH:28][N:27]=2)=[CH:14][CH:15]=1)[C:2]1[CH:3]=[CH:4][CH:5]=[CH:6][CH:7]=1, predict the reactants needed to synthesize it. The reactants are: [CH2:1]([O:8][C:9]1[CH:15]=[CH:14][C:12]([NH2:13])=[CH:11][CH:10]=1)[C:2]1[CH:7]=[CH:6][CH:5]=[CH:4][CH:3]=1.CCN(C(C)C)C(C)C.F[C:26]1[C:31]([C:32]([O:34][CH3:35])=[O:33])=[C:30]([C:36]([F:39])([F:38])[F:37])[CH:29]=[CH:28][N:27]=1.O.